This data is from Forward reaction prediction with 1.9M reactions from USPTO patents (1976-2016). The task is: Predict the product of the given reaction. (1) The product is: [Cl:1][C:2]1[CH:7]=[CH:6][C:5]([S:8]([N:11]2[C:20]3[C:15](=[CH:16][CH:17]=[CH:18][CH:19]=3)[CH2:14][CH2:13][CH2:12]2)(=[O:9])=[O:10])=[CH:4][C:3]=1[N:21]1[C:30](=[O:31])[C:29]2[C:28]([C:32]([NH2:38])=[O:34])=[CH:27][CH:26]=[CH:25][C:24]=2[NH:23][C:22]1=[O:35]. Given the reactants [Cl:1][C:2]1[CH:7]=[CH:6][C:5]([S:8]([N:11]2[C:20]3[C:15](=[CH:16][CH:17]=[CH:18][CH:19]=3)[CH2:14][CH2:13][CH2:12]2)(=[O:10])=[O:9])=[CH:4][C:3]=1[N:21]1[C:30](=[O:31])[C:29]2[C:28]([C:32]([OH:34])=O)=[CH:27][CH:26]=[CH:25][C:24]=2[NH:23][C:22]1=[O:35].Cl.C[N:38](C)CCCN=C=NCC.ON1C2C=CC=CC=2N=N1.C(N(CC)C(C)C)(C)C.C(=O)([O-])[O-].[NH4+].[NH4+], predict the reaction product. (2) Given the reactants [CH3:1][O:2][C:3]1[CH:4]=[C:5]2[C:9](=[CH:10][CH:11]=1)[NH:8][CH:7]=[CH:6]2.C([OH:14])C.C(O)(=O)C.[Br-:19].[Br-].[Br-].[NH+]1C=CC=CC=1.[NH+]1C=CC=CC=1.[NH+]1C=CC=CC=1, predict the reaction product. The product is: [Br:19][C:4]1[C:3]([O:2][CH3:1])=[CH:11][CH:10]=[C:9]2[C:5]=1[CH2:6][C:7](=[O:14])[NH:8]2.